This data is from Forward reaction prediction with 1.9M reactions from USPTO patents (1976-2016). The task is: Predict the product of the given reaction. (1) Given the reactants Cl.[Cl:2][C:3]1[CH:4]=[C:5]2[C:10](=[CH:11][CH:12]=1)[N:9]=[C:8]([N:13]1[CH2:18][CH2:17][NH:16][CH2:15][CH2:14]1)[CH:7]=[CH:6]2.[N:19]1([C:25]2[CH:33]=[CH:32][C:31]([N+:34]([O-:36])=[O:35])=[CH:30][C:26]=2[C:27](O)=[O:28])[CH2:24][CH2:23][O:22][CH2:21][CH2:20]1.C(OCC)(=O)C, predict the reaction product. The product is: [Cl:2][C:3]1[CH:4]=[C:5]2[C:10](=[CH:11][CH:12]=1)[N:9]=[C:8]([N:13]1[CH2:14][CH2:15][N:16]([C:27]([C:26]3[CH:30]=[C:31]([N+:34]([O-:36])=[O:35])[CH:32]=[CH:33][C:25]=3[N:19]3[CH2:24][CH2:23][O:22][CH2:21][CH2:20]3)=[O:28])[CH2:17][CH2:18]1)[CH:7]=[CH:6]2. (2) Given the reactants [Li]C(CC)C.[F:6][C:7]1[CH:24]=[C:23]([F:25])[CH:22]=[CH:21][C:8]=1[CH2:9][O:10][Si:11]([CH:18]([CH3:20])[CH3:19])([CH:15]([CH3:17])[CH3:16])[CH:12]([CH3:14])[CH3:13].[I:26]I.[O-]S([O-])=O.[Na+].[Na+], predict the reaction product. The product is: [F:6][C:7]1[C:24]([I:26])=[C:23]([F:25])[CH:22]=[CH:21][C:8]=1[CH2:9][O:10][Si:11]([CH:15]([CH3:16])[CH3:17])([CH:18]([CH3:19])[CH3:20])[CH:12]([CH3:13])[CH3:14]. (3) Given the reactants [CH3:1][S:2]([N:5]1[CH2:10][CH2:9][CH:8]([CH:11]=O)[CH2:7][CH2:6]1)(=[O:4])=[O:3].C1(C)C=CC=CC=1.N1CCCCC1.C(O)(=O)[CH2:27][C:28]([OH:30])=[O:29], predict the reaction product. The product is: [CH3:1][S:2]([N:5]1[CH2:6][CH2:7][CH:8]([CH:11]=[CH:27][C:28]([OH:30])=[O:29])[CH2:9][CH2:10]1)(=[O:3])=[O:4]. (4) Given the reactants [CH2:1]([N:8]1[CH:12]=[C:11]([CH2:13][CH2:14][CH2:15][CH:16]=[O:17])[C:10]([O:18][CH2:19][CH3:20])=[N:9]1)[C:2]1[CH:7]=[CH:6][CH:5]=[CH:4][CH:3]=1.[BH4-].[Na+].Cl, predict the reaction product. The product is: [CH2:1]([N:8]1[CH:12]=[C:11]([CH2:13][CH2:14][CH2:15][CH2:16][OH:17])[C:10]([O:18][CH2:19][CH3:20])=[N:9]1)[C:2]1[CH:3]=[CH:4][CH:5]=[CH:6][CH:7]=1.